Dataset: Full USPTO retrosynthesis dataset with 1.9M reactions from patents (1976-2016). Task: Predict the reactants needed to synthesize the given product. Given the product [OH:1][CH:2]([CH2:18][CH3:19])[CH2:3][CH2:4][NH:5][C:6]([C@H:8]1[C:13]([CH3:15])([CH3:14])[CH2:12][O:11][C:10]([CH3:17])([CH3:16])[O:9]1)=[O:7], predict the reactants needed to synthesize it. The reactants are: [O:1]=[CH:2][CH2:3][CH2:4][NH:5][C:6]([C@H:8]1[C:13]([CH3:15])([CH3:14])[CH2:12][O:11][C:10]([CH3:17])([CH3:16])[O:9]1)=[O:7].[CH3:18][CH2:19][Mg+].[Br-].